From a dataset of Reaction yield outcomes from USPTO patents with 853,638 reactions. Predict the reaction yield, written as a fraction of the theoretical maximum amount of product (1.0 means a 100% yield; for example, 0.34 means a 34% yield). The reactants are Br[C:2]1[CH:7]=[CH:6][C:5]([C:8]2[CH:13]=[CH:12][CH:11]=[CH:10][CH:9]=2)=[CH:4][CH:3]=1.[CH:14]1[C:26]2[NH:25][C:24]3[C:19](=[CH:20][CH:21]=[CH:22][CH:23]=3)[C:18]=2[CH:17]=[CH:16][CH:15]=1.CC(C)([O-])C.[Na+].C1(C)C(C)=CC=CC=1. The catalyst is C([O-])(=O)C.[Pd+2].C([O-])(=O)C.[CH-]1C(P(C2C=CC=CC=2)C2C=CC=CC=2)=CC=C1.[CH-]1C(P(C2C=CC=CC=2)C2C=CC=CC=2)=CC=C1.[Fe+2].C1(C)C=CC=CC=1. The product is [C:5]1([C:8]2[CH:13]=[CH:12][CH:11]=[CH:10][CH:9]=2)[CH:6]=[CH:7][C:2]([N:25]2[C:26]3[CH:14]=[CH:15][CH:16]=[CH:17][C:18]=3[C:19]3[C:24]2=[CH:23][CH:22]=[CH:21][CH:20]=3)=[CH:3][CH:4]=1. The yield is 0.870.